From a dataset of Reaction yield outcomes from USPTO patents with 853,638 reactions. Predict the reaction yield, written as a fraction of the theoretical maximum amount of product (1.0 means a 100% yield; for example, 0.34 means a 34% yield). The reactants are [C:1]([C:4]1[CH:24]=[CH:23][CH:22]=[CH:21][C:5]=1[O:6][C:7]1[CH:12]=[N:11][N:10](C2CCCCO2)[C:9](=[O:19])[C:8]=1[Cl:20])(=[O:3])[CH3:2].Cl.O. The catalyst is CO. The product is [C:1]([C:4]1[CH:24]=[CH:23][CH:22]=[CH:21][C:5]=1[O:6][C:7]1[CH:12]=[N:11][NH:10][C:9](=[O:19])[C:8]=1[Cl:20])(=[O:3])[CH3:2]. The yield is 0.790.